This data is from TCR-epitope binding with 47,182 pairs between 192 epitopes and 23,139 TCRs. The task is: Binary Classification. Given a T-cell receptor sequence (or CDR3 region) and an epitope sequence, predict whether binding occurs between them. The epitope is YEGNSPFHPL. The TCR CDR3 sequence is CASSQDNEQFF. Result: 1 (the TCR binds to the epitope).